From a dataset of Forward reaction prediction with 1.9M reactions from USPTO patents (1976-2016). Predict the product of the given reaction. Given the reactants [CH3:1][O:2][C:3](=[O:25])[C:4]1[CH:9]=[CH:8][C:7]([O:10][CH2:11][CH2:12][CH2:13][CH:14]2[CH2:19][CH2:18][N:17]([C:20](=[NH:23])[NH:21][OH:22])[CH2:16][CH2:15]2)=[CH:6][C:5]=1[CH3:24].[F:26][C:27]([F:32])([CH3:31])[C:28](O)=O, predict the reaction product. The product is: [CH3:1][O:2][C:3](=[O:25])[C:4]1[CH:9]=[CH:8][C:7]([O:10][CH2:11][CH2:12][CH2:13][CH:14]2[CH2:19][CH2:18][N:17]([C:20]3[N:23]=[C:28]([C:27]([F:32])([F:26])[CH3:31])[O:22][N:21]=3)[CH2:16][CH2:15]2)=[CH:6][C:5]=1[CH3:24].